Dataset: Blood-brain barrier permeability classification from the B3DB database. Task: Regression/Classification. Given a drug SMILES string, predict its absorption, distribution, metabolism, or excretion properties. Task type varies by dataset: regression for continuous measurements (e.g., permeability, clearance, half-life) or binary classification for categorical outcomes (e.g., BBB penetration, CYP inhibition). Dataset: b3db_classification. (1) The molecule is CN(C)Cc1ccc(-c2cccc(Nc3[nH]ccc3[N+](=O)[O-])c2)o1. The result is 1 (penetrates BBB). (2) The drug is Cn1c(=O)cc(N2CCCC(N)C2)n(Cc2ccccc2C#N)c1=O. The result is 0 (does not penetrate BBB). (3) The compound is COc1ccc2c3c1OC1C(=O)CC[C@@H]4C(C2)N(C)CCC314. The result is 1 (penetrates BBB). (4) The drug is CC1(C)S[C@@H]2[C@H](NC(=O)[C@@H](C(=O)Oc3ccccc3)c3ccccc3)C(=O)N2[C@H]1C(=O)O. The result is 0 (does not penetrate BBB). (5) The compound is O=C(O)C1=C(CSc2nnnn2CS(=O)(=O)O)CSC2C(NC(=O)C(O)c3ccccc3)C(=O)N12. The result is 0 (does not penetrate BBB). (6) The compound is CC(Oc1cccc2ccccc12)C(N)=NO. The result is 1 (penetrates BBB). (7) The drug is CCN1CCN(c2cc(-c3ccc(F)cc3)c3c(n2)CCCCCC3)CC1. The result is 1 (penetrates BBB). (8) The compound is C[C@@H]1CC2C3C[C@H](F)C4=CC(=O)C=CC4(C)[C@@]3(F)C(O)CC2(C)C1C(=O)CO. The result is 1 (penetrates BBB). (9) The molecule is CN(CC=CC#CC(C)(C)C)Cc1cccc2ccccc12. The result is 1 (penetrates BBB).